Regression. Given a peptide amino acid sequence and an MHC pseudo amino acid sequence, predict their binding affinity value. This is MHC class I binding data. From a dataset of Peptide-MHC class I binding affinity with 185,985 pairs from IEDB/IMGT. (1) The peptide sequence is VIHAFQYVI. The MHC is HLA-A02:01 with pseudo-sequence HLA-A02:01. The binding affinity (normalized) is 0.343. (2) The peptide sequence is ATEDPSSGY. The MHC is HLA-A02:01 with pseudo-sequence HLA-A02:01. The binding affinity (normalized) is 0. (3) The peptide sequence is QRNGRIDRY. The MHC is HLA-B73:01 with pseudo-sequence HLA-B73:01. The binding affinity (normalized) is 0.0847. (4) The peptide sequence is IQLGLQKCV. The MHC is Mamu-B08 with pseudo-sequence Mamu-B08. The binding affinity (normalized) is 0. (5) The peptide sequence is QAKWRLQTL. The MHC is HLA-B08:01 with pseudo-sequence HLA-B08:01. The binding affinity (normalized) is 0.717.